From a dataset of Catalyst prediction with 721,799 reactions and 888 catalyst types from USPTO. Predict which catalyst facilitates the given reaction. (1) Reactant: [C:1]1([NH2:8])[CH:6]=[CH:5][CH:4]=[CH:3][C:2]=1N.[N:9]1C=CC=CC=1.[C:15]1([CH2:21][S:22](Cl)(=[O:24])=[O:23])[CH:20]=[CH:19][CH:18]=[CH:17][CH:16]=1. Product: [NH2:9][C:5]1[CH:6]=[C:1]([NH:8][S:22]([CH2:21][C:15]2[CH:20]=[CH:19][CH:18]=[CH:17][CH:16]=2)(=[O:24])=[O:23])[CH:2]=[CH:3][CH:4]=1. The catalyst class is: 23. (2) Reactant: [N:1]1[CH:6]=[CH:5][C:4]([N:7]2[CH2:12][CH2:11][CH:10]([C:13]([OH:15])=O)[CH2:9][CH2:8]2)=[CH:3][CH:2]=1.S(Cl)([Cl:18])=O. Product: [N:1]1[CH:6]=[CH:5][C:4]([N:7]2[CH2:12][CH2:11][CH:10]([C:13]([Cl:18])=[O:15])[CH2:9][CH2:8]2)=[CH:3][CH:2]=1. The catalyst class is: 4. (3) Reactant: [NH2:1][C@@H:2]([C:7]([O:9][CH3:10])=[O:8])[CH2:3][CH2:4][CH2:5][CH3:6].Cl.[C:12](O[C:12]([O:14][C:15]([CH3:18])([CH3:17])[CH3:16])=[O:13])([O:14][C:15]([CH3:18])([CH3:17])[CH3:16])=[O:13].C(N(CC)CC)C. Product: [NH:1]([C:12]([O:14][C:15]([CH3:18])([CH3:17])[CH3:16])=[O:13])[C@@H:2]([C:7]([O:9][CH3:10])=[O:8])[CH2:3][CH2:4][CH2:5][CH3:6]. The catalyst class is: 5. (4) Reactant: [NH2:1][C:2]1[C:3]([CH3:13])=[C:4]([CH:9]=[C:10]([Br:12])[CH:11]=1)[C:5]([O:7][CH3:8])=[O:6].[CH3:14][C:15]([CH3:17])=O.C(O)(=O)C.[BH3-]C#N.[Na+]. Product: [Br:12][C:10]1[CH:11]=[C:2]([NH:1][CH:15]([CH3:17])[CH3:14])[C:3]([CH3:13])=[C:4]([CH:9]=1)[C:5]([O:7][CH3:8])=[O:6]. The catalyst class is: 5. (5) Reactant: Cl.[CH2:2]([N:9]1[CH:17]=[C:16]2[C:11]([CH:12]=[C:13]([C:18]3[CH:19]=[C:20]([C:28]4[N:29]=[C:30]([CH:33]5[CH2:38][CH2:37][NH:36][CH2:35][CH2:34]5)[S:31][CH:32]=4)[N:21]4[C:26]=3[C:25]([NH2:27])=[N:24][CH:23]=[N:22]4)[CH:14]=[CH:15]2)=[N:10]1)[C:3]1[CH:8]=[CH:7][CH:6]=[CH:5][CH:4]=1.CC(O)=O.C(O[C:46]1(O[Si](C)(C)C)[CH2:48][CH2:47]1)C.C([BH3-])#N.[Na+].[OH-].[Na+]. Product: [CH2:2]([N:9]1[CH:17]=[C:16]2[C:11]([CH:12]=[C:13]([C:18]3[CH:19]=[C:20]([C:28]4[N:29]=[C:30]([CH:33]5[CH2:38][CH2:37][N:36]([CH:46]6[CH2:48][CH2:47]6)[CH2:35][CH2:34]5)[S:31][CH:32]=4)[N:21]4[C:26]=3[C:25]([NH2:27])=[N:24][CH:23]=[N:22]4)[CH:14]=[CH:15]2)=[N:10]1)[C:3]1[CH:4]=[CH:5][CH:6]=[CH:7][CH:8]=1. The catalyst class is: 5. (6) Reactant: [NH2:1][C@@H:2]([CH2:6][CH2:7][CH2:8][C:9]([CH3:14])([N+:11]([O-:13])=[O:12])[CH3:10])[C:3]([OH:5])=[O:4].[C:15]([O:19][C:20](O[C:20]([O:19][C:15]([CH3:18])([CH3:17])[CH3:16])=[O:21])=[O:21])([CH3:18])([CH3:17])[CH3:16]. Product: [C:15]([O:19][C:20]([NH:1][C@@H:2]([CH2:6][CH2:7][CH2:8][C:9]([CH3:14])([N+:11]([O-:13])=[O:12])[CH3:10])[C:3]([OH:5])=[O:4])=[O:21])([CH3:18])([CH3:17])[CH3:16]. The catalyst class is: 24. (7) Reactant: [CH:1]1([C:5]2[CH:14]=[C:13]([CH3:15])[CH:12]=[CH:11][C:6]=2[C:7]([O:9][CH3:10])=[O:8])[CH2:4][CH2:3][CH2:2]1.[I:16]N1C(=O)CCC1=O.CO. Product: [CH:1]1([C:5]2[CH:14]=[C:13]([CH3:15])[C:12]([I:16])=[CH:11][C:6]=2[C:7]([O:9][CH3:10])=[O:8])[CH2:4][CH2:3][CH2:2]1. The catalyst class is: 65. (8) Reactant: [OH-].[Li+].[CH:3]1([O:8][C:9]2[C:17]3[O:16][CH:15]=[C:14]([C:18]([O:20]C)=[O:19])[C:13]=3[CH:12]=[CH:11][C:10]=2[O:22][CH3:23])[CH2:7][CH2:6][CH2:5][CH2:4]1.CO. Product: [CH:3]1([O:8][C:9]2[C:17]3[O:16][CH:15]=[C:14]([C:18]([OH:20])=[O:19])[C:13]=3[CH:12]=[CH:11][C:10]=2[O:22][CH3:23])[CH2:4][CH2:5][CH2:6][CH2:7]1. The catalyst class is: 1.